From a dataset of Catalyst prediction with 721,799 reactions and 888 catalyst types from USPTO. Predict which catalyst facilitates the given reaction. (1) Product: [CH3:1][O:2][N:3]([CH3:28])[C:4]([C:6]1[C:11]([N:12]([S:13]([C:16]2[CH:21]=[CH:20][C:19]([Cl:22])=[C:18]([C:23]([F:26])([F:24])[F:25])[CH:17]=2)(=[O:15])=[O:14])[CH2:35][O:36][CH3:37])=[CH:10][C:9]([CH3:27])=[CH:8][N:7]=1)=[O:5]. Reactant: [CH3:1][O:2][N:3]([CH3:28])[C:4]([C:6]1[C:11]([NH:12][S:13]([C:16]2[CH:21]=[CH:20][C:19]([Cl:22])=[C:18]([C:23]([F:26])([F:25])[F:24])[CH:17]=2)(=[O:15])=[O:14])=[CH:10][C:9]([CH3:27])=[CH:8][N:7]=1)=[O:5].C(=O)([O-])[O-].[K+].[K+].[CH3:35][O:36][CH2:37]Cl. The catalyst class is: 1. (2) Reactant: [CH3:1][N:2]1[C:7](=[O:8])[C:6]2[CH:9]=[C:10]([C:12]([N:14]3[CH2:19][CH2:18][N:17]([S:20]([CH3:23])(=[O:22])=[O:21])[CH2:16][CH2:15]3)=O)[O:11][C:5]=2[C:4]([C:24]2[CH:29]=[CH:28][N:27]=[C:26]([O:30][CH2:31][CH:32]3[CH2:37][CH2:36][O:35][CH2:34][CH2:33]3)[CH:25]=2)=[N:3]1.B.C1COCC1. Product: [CH3:1][N:2]1[C:7](=[O:8])[C:6]2[CH:9]=[C:10]([CH2:12][N:14]3[CH2:19][CH2:18][N:17]([S:20]([CH3:23])(=[O:21])=[O:22])[CH2:16][CH2:15]3)[O:11][C:5]=2[C:4]([C:24]2[CH:29]=[CH:28][N:27]=[C:26]([O:30][CH2:31][CH:32]3[CH2:33][CH2:34][O:35][CH2:36][CH2:37]3)[CH:25]=2)=[N:3]1. The catalyst class is: 5. (3) Reactant: C[O:2][C:3](=O)[C@@H:4]([N:18]1[CH2:23][CH2:22][N:21]([C:24](=[O:40])[NH:25][C:26]2[CH:31]=[CH:30][C:29]([C:32]([F:35])([F:34])[F:33])=[C:28]([C:36]([F:39])([F:38])[F:37])[CH:27]=2)[C@@H:20]([CH3:41])[C:19]1=[O:42])[CH2:5][CH2:6][C:7]([N:9]1[CH2:16][CH2:15][C:12]2([CH2:14][CH2:13]2)[C@H:11]([OH:17])[CH2:10]1)=[O:8].[Li+].[BH4-]. Product: [F:39][C:36]([F:37])([F:38])[C:28]1[CH:27]=[C:26]([NH:25][C:24]([N:21]2[CH2:22][CH2:23][N:18]([C@H:4]([CH2:3][OH:2])[CH2:5][CH2:6][C:7]([N:9]3[CH2:16][CH2:15][C:12]4([CH2:14][CH2:13]4)[C@H:11]([OH:17])[CH2:10]3)=[O:8])[C:19](=[O:42])[C@@H:20]2[CH3:41])=[O:40])[CH:31]=[CH:30][C:29]=1[C:32]([F:34])([F:35])[F:33]. The catalyst class is: 5. (4) Reactant: [OH-].[Na+].[F:3][C:4]1[C:12]([O:13][CH3:14])=[C:11]([F:15])[CH:10]=[C:9]2[C:5]=1[C:6]([CH2:17][C:18]([O:20]CC)=[O:19])=[C:7]([CH3:16])[NH:8]2. Product: [F:3][C:4]1[C:12]([O:13][CH3:14])=[C:11]([F:15])[CH:10]=[C:9]2[C:5]=1[C:6]([CH2:17][C:18]([OH:20])=[O:19])=[C:7]([CH3:16])[NH:8]2. The catalyst class is: 8. (5) Reactant: [CH3:1][O:2][C:3]1[CH:8]=[CH:7][C:6]([CH:9]([O:20][C:21]([C:23]2([CH3:36])[CH2:28][CH2:27][N:26](C(OC(C)(C)C)=O)[CH2:25][CH2:24]2)=O)[C:10]([C:12]2[CH:17]=[CH:16][C:15]([O:18][CH3:19])=[CH:14][CH:13]=2)=O)=[CH:5][CH:4]=1.C([O-])(=O)C.[NH4+:41].[OH-].[Na+].C(=O)(O)[O-].[Na+]. Product: [CH3:19][O:18][C:15]1[CH:16]=[CH:17][C:12]([C:10]2[N:41]=[C:21]([C:23]3([CH3:36])[CH2:28][CH2:27][NH:26][CH2:25][CH2:24]3)[O:20][C:9]=2[C:6]2[CH:7]=[CH:8][C:3]([O:2][CH3:1])=[CH:4][CH:5]=2)=[CH:13][CH:14]=1. The catalyst class is: 15. (6) Reactant: [Cl:1][C:2]1[CH:7]=[CH:6][C:5]([C:8]2[S:9][C:10]([CH:13]([OH:15])[CH3:14])=[CH:11][N:12]=2)=[CH:4][CH:3]=1.[C:16]1(=O)[CH2:20][CH2:19][C:18](=[O:21])[CH2:17]1.C1(P(C2C=CC=CC=2)C2C=CC=CC=2)C=CC=CC=1.CC(OC(/N=N/C(OC(C)C)=O)=O)C. Product: [Cl:1][C:2]1[CH:3]=[CH:4][C:5]([C:8]2[S:9][C:10]([CH:13]([O:15][C:16]3[CH2:20][CH2:19][C:18](=[O:21])[CH:17]=3)[CH3:14])=[CH:11][N:12]=2)=[CH:6][CH:7]=1. The catalyst class is: 1.